The task is: Predict the reactants needed to synthesize the given product.. This data is from Full USPTO retrosynthesis dataset with 1.9M reactions from patents (1976-2016). (1) Given the product [CH2:26]([N:18]([CH2:19][C:20]1[CH:25]=[CH:24][CH:23]=[CH:22][CH:21]=1)[C:16](=[O:17])[NH:15][CH:14]1[CH2:13][CH:12]=[CH:11][CH2:10][N:9]([S:33]([C:36]2[CH:37]=[CH:38][C:39]([O:42][CH3:43])=[CH:40][CH:41]=2)(=[O:34])=[O:35])[CH:8]1[C:6]([OH:7])=[O:5])[C:27]1[CH:32]=[CH:31][CH:30]=[CH:29][CH:28]=1, predict the reactants needed to synthesize it. The reactants are: C([O:5][C:6]([CH:8]1[CH:14]([NH:15][C:16]([N:18]([CH2:26][C:27]2[CH:32]=[CH:31][CH:30]=[CH:29][CH:28]=2)[CH2:19][C:20]2[CH:25]=[CH:24][CH:23]=[CH:22][CH:21]=2)=[O:17])[CH2:13][CH:12]=[CH:11][CH2:10][N:9]1[S:33]([C:36]1[CH:41]=[CH:40][C:39]([O:42][CH3:43])=[CH:38][CH:37]=1)(=[O:35])=[O:34])=[O:7])(C)(C)C.C(OC(C1C(NC(OCC2C=CC=CC=2)=O)CC=CCN1S(C1C=CC(OC)=CC=1)(=O)=O)=O)(C)(C)C. (2) Given the product [F:1][C:2]1[CH:11]=[CH:10][C:5]([O:6][CH2:7][CH2:8][NH:9][C:19]([NH:20][C:21]2[C:30]3[CH2:29][CH:28]([OH:31])[CH2:27][CH2:26][C:25]=3[CH:24]=[CH:23][CH:22]=2)=[O:18])=[CH:4][CH:3]=1, predict the reactants needed to synthesize it. The reactants are: [F:1][C:2]1[CH:11]=[CH:10][C:5]([O:6][CH2:7][CH2:8][NH2:9])=[CH:4][CH:3]=1.C1([O:18][C:19](=O)[NH:20][C:21]2[C:30]3[CH2:29][CH:28]([OH:31])[CH2:27][CH2:26][C:25]=3[CH:24]=[CH:23][CH:22]=2)C=CC=CC=1.O. (3) Given the product [CH2:13]([O:11][C:6]1[CH:7]=[C:8]([O:10][CH2:13][CH2:14][CH2:15][CH2:16][CH2:17][CH2:18][CH2:19][CH2:20][CH2:21][CH3:22])[CH:9]=[C:2]([O:26][CH2:23][CH2:13][CH2:14][CH2:15][CH2:16][CH2:17][CH2:18][CH2:19][CH2:20][CH3:21])[C:3]=1[CH:4]=[O:5])[CH2:14][CH2:15][CH2:16][CH2:17][CH2:18][CH2:19][CH2:20][CH2:21][CH3:22], predict the reactants needed to synthesize it. The reactants are: O[C:2]1[CH:9]=[C:8]([OH:10])[CH:7]=[C:6]([OH:11])[C:3]=1[CH:4]=[O:5].Br[CH2:13][CH2:14][CH2:15][CH2:16][CH2:17][CH2:18][CH2:19][CH2:20][CH2:21][CH3:22].[C:23]([O-:26])([O-])=O.[K+].[K+]. (4) Given the product [CH3:12][CH2:11][CH2:10][CH2:9][O:8][P:6]([O:5][CH2:4][CH2:3][CH2:2][CH3:1])([O:13][CH2:14][CH2:15][CH2:16][CH3:17])=[O:7].[CH3:18][C:19]([NH2:24])([CH2:22][OH:23])[CH2:20][OH:21], predict the reactants needed to synthesize it. The reactants are: [CH3:1][CH2:2][CH2:3][CH2:4][O:5][P:6]([O:13][CH2:14][CH2:15][CH2:16][CH3:17])([O:8][CH2:9][CH2:10][CH2:11][CH3:12])=[O:7].[CH3:18][C:19]([NH2:24])([CH2:22][OH:23])[CH2:20][OH:21]. (5) Given the product [NH2:1][C:2]1[N:7]=[C:6]([N:8]2[CH2:20][CH2:19][C:11]3([CH2:15][NH:14][C@H:13]([C:16]([OH:18])=[O:17])[CH2:12]3)[CH2:10][CH2:9]2)[CH:5]=[C:4]([O:61][C@H:56]([C:50]2[CH:51]=[CH:52][C:53]([Cl:55])=[CH:54][C:49]=2[N:46]2[CH:47]=[CH:48][C:44]([C:40]([CH3:43])([CH3:41])[CH3:42])=[N:45]2)[C:57]([F:59])([F:60])[F:58])[N:3]=1, predict the reactants needed to synthesize it. The reactants are: [NH2:1][C:2]1[N:7]=[C:6]([N:8]2[CH2:20][CH2:19][C:11]3([CH2:15][NH:14][C@H:13]([C:16]([OH:18])=[O:17])[CH2:12]3)[CH2:10][CH2:9]2)[CH:5]=[C:4](O[C@H](C2C=CC(Cl)=CC=2N2C=CC(C)=N2)C(F)(F)F)[N:3]=1.[C:40]([C:44]1[CH:48]=[CH:47][N:46]([C:49]2[CH:54]=[C:53]([Cl:55])[CH:52]=[CH:51][C:50]=2[C@@H:56]([OH:61])[C:57]([F:60])([F:59])[F:58])[N:45]=1)([CH3:43])([CH3:42])[CH3:41]. (6) Given the product [Cl:8][C:9]1[CH:14]=[C:13]([Cl:15])[CH:12]=[CH:11][C:10]=1[C:16]1[N:21]=[C:20]([NH:22][CH:23]([CH3:26])[CH2:24][NH:25][C:33]2[N:32]=[C:31]([NH2:30])[C:36]([N+:37]([O-:39])=[O:38])=[CH:35][CH:34]=2)[N:19]2[CH:27]=[CH:28][N:29]=[C:18]2[CH:17]=1, predict the reactants needed to synthesize it. The reactants are: FC(F)(F)C(O)=O.[Cl:8][C:9]1[CH:14]=[C:13]([Cl:15])[CH:12]=[CH:11][C:10]=1[C:16]1[N:21]=[C:20]([NH:22][CH:23]([CH3:26])[CH2:24][NH2:25])[N:19]2[CH:27]=[CH:28][N:29]=[C:18]2[CH:17]=1.[NH2:30][C:31]1[C:36]([N+:37]([O-:39])=[O:38])=[CH:35][CH:34]=[C:33](Cl)[N:32]=1.C(N(CC)C(C)C)(C)C. (7) The reactants are: Cl[C:2]1[N:7]=[CH:6][C:5]([C:8]2[NH:12][C:11]([C@@H:13]3[CH2:25][N:23]4[C:24]5[CH:16]([C@@H:17]([NH:26][C:27](=[O:30])[O:28][CH3:29])[CH2:18][CH2:19][C:20]=5[CH:21]=[CH:22]4)[C:15](=[O:31])[CH2:14]3)=[N:10][CH:9]=2)=[CH:4][N:3]=1.F[C:33]1(F)[CH2:37][N:36]([C:38](=[O:48])[C@@H:39]([NH:43][C:44](=[O:47])[O:45][CH3:46])[CH:40]([CH3:42])[CH3:41])[C@H:35]([C:49]2[NH:50][C:51]([C:54]3[CH:59]=[CH:58][C:57](B4OC(C)(C)C(C)(C)O4)=[CH:56][CH:55]=3)=[CH:52][N:53]=2)[CH2:34]1.C(=O)(O)[O-].[Na+].C1(C)C=CC=CC=1. Given the product [CH3:29][O:28][C:27](=[O:30])[NH:26][C@@H:17]1[CH:16]2[C:15](=[O:31])[CH2:14][C@H:13]([C:11]3[NH:12][C:8]([C:5]4[CH:4]=[N:3][C:2]([C:57]5[CH:58]=[CH:59][C:54]([C:51]6[NH:50][C:49]([C@@H:35]7[CH2:34][CH2:33][CH2:37][N:36]7[C:38](=[O:48])[C@@H:39]([NH:43][C:44]([O:45][CH3:46])=[O:47])[CH:40]([CH3:42])[CH3:41])=[N:53][CH:52]=6)=[CH:55][CH:56]=5)=[N:7][CH:6]=4)=[CH:9][N:10]=3)[CH2:25][N:23]3[C:24]2=[C:20]([CH:21]=[CH:22]3)[CH2:19][CH2:18]1, predict the reactants needed to synthesize it.